This data is from Catalyst prediction with 721,799 reactions and 888 catalyst types from USPTO. The task is: Predict which catalyst facilitates the given reaction. (1) Reactant: [N-:1]=[N+:2]=[N-:3].[Na+].[Cl-].[NH4+].[CH:7]1[C:16]2[C:11](=[CH:12][CH:13]=[CH:14][CH:15]=2)[CH:10]=[CH:9][C:8]=1[O:17][CH2:18][C:19]1[CH:20]=[C:21]([CH:24]=[CH:25][CH:26]=1)[C:22]#[N:23].Cl. Product: [CH:7]1[C:16]2[C:11](=[CH:12][CH:13]=[CH:14][CH:15]=2)[CH:10]=[CH:9][C:8]=1[O:17][CH2:18][C:19]1[CH:20]=[C:21]([C:22]2[NH:23][N:3]=[N:2][N:1]=2)[CH:24]=[CH:25][CH:26]=1. The catalyst class is: 9. (2) Reactant: [CH3:1][N:2]1[C:8]2[CH:9]=[C:10]([O:16][CH:17]([CH3:19])[CH3:18])[C:11]([N+:13]([O-])=O)=[CH:12][C:7]=2[CH2:6][CH2:5][CH2:4][C:3]1=[O:20].C([O-])=O.[NH4+]. Product: [NH2:13][C:11]1[C:10]([O:16][CH:17]([CH3:19])[CH3:18])=[CH:9][C:8]2[N:2]([CH3:1])[C:3](=[O:20])[CH2:4][CH2:5][CH2:6][C:7]=2[CH:12]=1. The catalyst class is: 43. (3) Reactant: [H-].[Na+].[CH2:3]([O:5][C:6]1[N:11]=[CH:10][C:9]([C@@H:12]([NH:15][C:16]([C@H:18]2[CH2:20][C@@H:19]2[C:21]2[CH:26]=[CH:25][CH:24]=[CH:23][CH:22]=2)=[O:17])[CH2:13][OH:14])=[CH:8][CH:7]=1)[CH3:4].[CH3:27]I. Product: [CH2:3]([O:5][C:6]1[N:11]=[CH:10][C:9]([C@@H:12]([NH:15][C:16]([C@H:18]2[CH2:20][C@@H:19]2[C:21]2[CH:26]=[CH:25][CH:24]=[CH:23][CH:22]=2)=[O:17])[CH2:13][O:14][CH3:27])=[CH:8][CH:7]=1)[CH3:4]. The catalyst class is: 163.